From a dataset of NCI-60 drug combinations with 297,098 pairs across 59 cell lines. Regression. Given two drug SMILES strings and cell line genomic features, predict the synergy score measuring deviation from expected non-interaction effect. (1) Drug 1: CC1=C2C(C(=O)C3(C(CC4C(C3C(C(C2(C)C)(CC1OC(=O)C(C(C5=CC=CC=C5)NC(=O)OC(C)(C)C)O)O)OC(=O)C6=CC=CC=C6)(CO4)OC(=O)C)OC)C)OC. Drug 2: CC1=C(C(CCC1)(C)C)C=CC(=CC=CC(=CC(=O)O)C)C. Cell line: RXF 393. Synergy scores: CSS=63.6, Synergy_ZIP=25.1, Synergy_Bliss=24.5, Synergy_Loewe=1.65, Synergy_HSA=27.2. (2) Drug 1: CC1=C(C=C(C=C1)C(=O)NC2=CC(=CC(=C2)C(F)(F)F)N3C=C(N=C3)C)NC4=NC=CC(=N4)C5=CN=CC=C5. Drug 2: CCN(CC)CCCC(C)NC1=C2C=C(C=CC2=NC3=C1C=CC(=C3)Cl)OC. Cell line: HS 578T. Synergy scores: CSS=5.98, Synergy_ZIP=-3.72, Synergy_Bliss=-5.94, Synergy_Loewe=-4.16, Synergy_HSA=-4.34. (3) Drug 1: CC1C(C(CC(O1)OC2CC(OC(C2O)C)OC3=CC4=CC5=C(C(=O)C(C(C5)C(C(=O)C(C(C)O)O)OC)OC6CC(C(C(O6)C)O)OC7CC(C(C(O7)C)O)OC8CC(C(C(O8)C)O)(C)O)C(=C4C(=C3C)O)O)O)O. Drug 2: C(CCl)NC(=O)N(CCCl)N=O. Cell line: NCI-H522. Synergy scores: CSS=54.2, Synergy_ZIP=1.26, Synergy_Bliss=2.23, Synergy_Loewe=-36.7, Synergy_HSA=-1.74.